This data is from Full USPTO retrosynthesis dataset with 1.9M reactions from patents (1976-2016). The task is: Predict the reactants needed to synthesize the given product. (1) The reactants are: C(OC([N:8]([O:30]C(OC(C)(C)C)=O)[C:9]1([CH3:29])[C:13](=[O:14])[N:12]([CH3:15])[N:11]=[C:10]1[C:16]1[CH:21]=[CH:20][C:19]([S:22]([C:25]([F:28])([F:27])[F:26])(=[O:24])=[O:23])=[CH:18][CH:17]=1)=O)(C)(C)C. Given the product [OH:30][NH:8][C:9]1([CH3:29])[C:13](=[O:14])[N:12]([CH3:15])[N:11]=[C:10]1[C:16]1[CH:17]=[CH:18][C:19]([S:22]([C:25]([F:28])([F:27])[F:26])(=[O:23])=[O:24])=[CH:20][CH:21]=1, predict the reactants needed to synthesize it. (2) Given the product [Cl:1][C:2]1[CH:7]=[CH:6][C:5]([CH2:8][C:9]#[N:26])=[CH:4][C:3]=1[O:12][C:13]1[CH:18]=[CH:17][C:16]([S:19]([CH3:22])(=[O:21])=[O:20])=[CH:15][C:14]=1[Cl:23], predict the reactants needed to synthesize it. The reactants are: [Cl:1][C:2]1[CH:7]=[CH:6][C:5]([CH2:8][C:9](O)=O)=[CH:4][C:3]=1[O:12][C:13]1[CH:18]=[CH:17][C:16]([S:19]([CH3:22])(=[O:21])=[O:20])=[CH:15][C:14]=1[Cl:23].C1N=C[N:26](C(N2C=NC=C2)=O)C=1.N.CC(C)(C)C(Cl)=O. (3) Given the product [NH2:8][C:7]1[C:2]([CH3:1])=[C:3]([CH2:11][C:12]#[N:13])[CH:4]=[CH:5][CH:6]=1, predict the reactants needed to synthesize it. The reactants are: [CH3:1][C:2]1[C:7]([N+:8]([O-])=O)=[CH:6][CH:5]=[CH:4][C:3]=1[CH2:11][C:12]#[N:13]. (4) The reactants are: C(O[C:4]([C:6]1([CH2:13][CH2:14]OC)[CH2:11][CH2:10][CH:9]([OH:12])[CH2:8][CH2:7]1)=[O:5])C.[NH2:17][C:18]1[CH:23]=[CH:22][C:21]([O:24][S:25]([CH:28]2[CH2:30][CH2:29]2)(=[O:27])=[O:26])=[CH:20][CH:19]=1. Given the product [OH:12][CH:9]1[CH2:8][CH2:7][C:6]2([C:4](=[O:5])[N:17]([C:18]3[CH:23]=[CH:22][C:21]([O:24][S:25]([CH:28]4[CH2:30][CH2:29]4)(=[O:27])=[O:26])=[CH:20][CH:19]=3)[CH2:14][CH2:13]2)[CH2:11][CH2:10]1, predict the reactants needed to synthesize it. (5) Given the product [Br:38][CH2:7][C:6]1[S:5][C:4]([C:9]2[CH:14]=[CH:13][C:12]([C:15]([F:18])([F:17])[F:16])=[CH:11][CH:10]=2)=[N:3][C:2]=1[CH3:1], predict the reactants needed to synthesize it. The reactants are: [CH3:1][C:2]1[N:3]=[C:4]([C:9]2[CH:14]=[CH:13][C:12]([C:15]([F:18])([F:17])[F:16])=[CH:11][CH:10]=2)[S:5][C:6]=1[CH2:7]O.C1(P(C2C=CC=CC=2)C2C=CC=CC=2)C=CC=CC=1.[Br:38]N1C(=O)CCC1=O.